Predict the reaction yield, written as a fraction of the theoretical maximum amount of product (1.0 means a 100% yield; for example, 0.34 means a 34% yield). From a dataset of Reaction yield outcomes from USPTO patents with 853,638 reactions. (1) The reactants are [O:1]1[CH2:6][CH2:5][CH:4]([C:7]([C:9]2[S:13][C:12]([NH2:14])=[N:11][C:10]=2[C:15]2[O:16][CH:17]=[CH:18][CH:19]=2)=[O:8])[CH2:3][CH2:2]1.[CH3:20][N:21]([CH3:31])[C:22]1[CH:30]=[CH:29][C:25]([C:26](O)=[O:27])=[CH:24][CH:23]=1.CCN=C=NCCCN(C)C.Cl.O.ON1C2C=CC=CC=2N=N1. The catalyst is CN(C=O)C.O. The product is [CH3:20][N:21]([CH3:31])[C:22]1[CH:30]=[CH:29][C:25]([C:26]([NH:14][C:12]2[S:13][C:9]([C:7]([CH:4]3[CH2:5][CH2:6][O:1][CH2:2][CH2:3]3)=[O:8])=[C:10]([C:15]3[O:16][CH:17]=[CH:18][CH:19]=3)[N:11]=2)=[O:27])=[CH:24][CH:23]=1. The yield is 0.0300. (2) The reactants are [CH3:1][NH:2][CH3:3].[Br:4][C:5]1[C:13]2[S:12][C:11]([CH2:14]Br)=[CH:10][C:9]=2[C:8]([F:16])=[C:7]([F:17])[CH:6]=1. The catalyst is C1COCC1.C(#N)C. The product is [Br:4][C:5]1[C:13]2[S:12][C:11]([CH2:14][N:2]([CH3:3])[CH3:1])=[CH:10][C:9]=2[C:8]([F:16])=[C:7]([F:17])[CH:6]=1. The yield is 1.00.